From a dataset of Full USPTO retrosynthesis dataset with 1.9M reactions from patents (1976-2016). Predict the reactants needed to synthesize the given product. The reactants are: [C:1]([O:5][C:6]([NH:8][C:9]1[N:10]=[CH:11][C:12]([CH2:15][NH:16][C:17]2[CH:18]=[C:19]([CH:24]=[CH:25][C:26]=2[CH3:27])[C:20]([O:22]C)=[O:21])=[N:13][CH:14]=1)=[O:7])([CH3:4])([CH3:3])[CH3:2].O[Li].O. Given the product [C:1]([O:5][C:6]([NH:8][C:9]1[N:10]=[CH:11][C:12]([CH2:15][NH:16][C:17]2[CH:18]=[C:19]([CH:24]=[CH:25][C:26]=2[CH3:27])[C:20]([OH:22])=[O:21])=[N:13][CH:14]=1)=[O:7])([CH3:4])([CH3:3])[CH3:2], predict the reactants needed to synthesize it.